From a dataset of Full USPTO retrosynthesis dataset with 1.9M reactions from patents (1976-2016). Predict the reactants needed to synthesize the given product. (1) Given the product [Cl:1][C:2]1[CH:7]=[CH:6][C:5]([N:8]2[CH2:9][CH2:10][N:11]([S:14]([CH2:17][CH:18]([NH:28][OH:29])[CH2:19][CH2:20][C:21]3[CH:22]=[N:23][CH:24]=[C:25]([Cl:27])[CH:26]=3)(=[O:15])=[O:16])[CH2:12][CH2:13]2)=[CH:4][CH:3]=1, predict the reactants needed to synthesize it. The reactants are: [Cl:1][C:2]1[CH:7]=[CH:6][C:5]([N:8]2[CH2:13][CH2:12][N:11]([S:14](/[CH:17]=[CH:18]/[CH2:19][CH2:20][C:21]3[CH:22]=[N:23][CH:24]=[C:25]([Cl:27])[CH:26]=3)(=[O:16])=[O:15])[CH2:10][CH2:9]2)=[CH:4][CH:3]=1.[NH2:28][OH:29]. (2) Given the product [C:44]1([S:41]([NH:40][C:36]2[CH:35]=[C:34]([C:2]3[CH:3]=[CH:4][C:5]4[N:6]=[CH:7][N:8]=[C:9]([O:12][CH:13]5[CH2:18][CH2:17][N:16]([C:19]([O:21][C:22]([CH3:25])([CH3:24])[CH3:23])=[O:20])[CH2:15][CH2:14]5)[C:10]=4[N:11]=3)[CH:39]=[N:38][CH:37]=2)(=[O:43])=[O:42])[CH:49]=[CH:48][CH:47]=[CH:46][CH:45]=1, predict the reactants needed to synthesize it. The reactants are: Cl[C:2]1[CH:3]=[CH:4][C:5]2[N:6]=[CH:7][N:8]=[C:9]([O:12][CH:13]3[CH2:18][CH2:17][N:16]([C:19]([O:21][C:22]([CH3:25])([CH3:24])[CH3:23])=[O:20])[CH2:15][CH2:14]3)[C:10]=2[N:11]=1.CC1(C)C(C)(C)OB([C:34]2[CH:35]=[C:36]([NH:40][S:41]([C:44]3[CH:49]=[CH:48][CH:47]=[CH:46][CH:45]=3)(=[O:43])=[O:42])[CH:37]=[N:38][CH:39]=2)O1.C(=O)(O)[O-].[Na+]. (3) The reactants are: [H-].[H-].[H-].[H-].[Al+3].[Li+].[CH2:7]([C@@H:9]([C:17]1[CH:22]=[CH:21][CH:20]=[C:19]([OH:23])[CH:18]=1)[C@@H:10]([CH3:16])[C:11]([N:13]([CH3:15])[CH3:14])=O)[CH3:8].[ClH:24].CO. Given the product [ClH:24].[CH3:15][N:13]([CH3:14])[CH2:11][C@H:10]([CH3:16])[C@H:9]([C:17]1[CH:18]=[C:19]([OH:23])[CH:20]=[CH:21][CH:22]=1)[CH2:7][CH3:8], predict the reactants needed to synthesize it. (4) Given the product [F:16][CH:15]([F:17])[O:14][C:11]1[CH:12]=[CH:13][C:8]([C:5]2[CH:4]=[N:3][C:2]([NH:18][C:19]3[CH:20]=[C:21]([CH2:25][OH:26])[CH:22]=[CH:23][CH:24]=3)=[N:7][CH:6]=2)=[CH:9][CH:10]=1, predict the reactants needed to synthesize it. The reactants are: Cl[C:2]1[N:7]=[CH:6][C:5]([C:8]2[CH:13]=[CH:12][C:11]([O:14][CH:15]([F:17])[F:16])=[CH:10][CH:9]=2)=[CH:4][N:3]=1.[NH2:18][C:19]1[CH:20]=[C:21]([CH2:25][OH:26])[CH:22]=[CH:23][CH:24]=1.CC1C=CC(S(O)(=O)=O)=CC=1. (5) Given the product [ClH:1].[Cl:32][C:2]1[C:7]2[O:33][C:9]3[CH:10]([CH3:36])[CH2:11][NH:12][CH2:13][C:8]=3[C:6]=2[CH:5]=[C:4]([S:23]([C:26]2[CH:27]=[CH:28][CH:29]=[CH:30][CH:31]=2)(=[O:24])=[O:25])[CH:3]=1, predict the reactants needed to synthesize it. The reactants are: [Cl:1][C:2]1[CH:3]=[C:4]([S:23]([C:26]2[CH:31]=[CH:30][CH:29]=[CH:28][CH:27]=2)(=[O:25])=[O:24])[C:5]2O[C:13]3[NH:12][CH:11](C(OC(C)(C)C)=O)[CH2:10][CH:9](C)[C:8]=3[C:6]=2[CH:7]=1.[ClH:32].[OH-:33].[Na+].O1CCC[CH2:36]1. (6) Given the product [CH3:21][C:18]1([CH3:22])[CH2:17][O:16][CH:15]([C:12]2[CH:13]=[CH:14][C:9]([OH:8])=[C:10]([O:23][CH2:24][CH2:25][CH3:26])[CH:11]=2)[O:20][CH2:19]1, predict the reactants needed to synthesize it. The reactants are: C([O:8][C:9]1[CH:14]=[CH:13][C:12]([CH:15]2[O:20][CH2:19][C:18]([CH3:22])([CH3:21])[CH2:17][O:16]2)=[CH:11][C:10]=1[O:23][CH2:24][CH2:25][CH3:26])C1C=CC=CC=1. (7) Given the product [C:1]([C:4]1[C:5]([NH:13][C:14]2[C:19]([F:20])=[CH:18][C:17]([N:21]3[CH2:26][CH2:25][N:24]([C:27]([O:29][C:30]([CH3:33])([CH3:32])[CH3:31])=[O:28])[CH2:23][CH2:22]3)=[CH:16][C:15]=2[F:34])=[N:6][C:7]([S:11][CH3:12])=[N:8][C:9]=1[NH:35][NH2:36])(=[O:3])[NH2:2], predict the reactants needed to synthesize it. The reactants are: [C:1]([C:4]1[C:5]([NH:13][C:14]2[C:19]([F:20])=[CH:18][C:17]([N:21]3[CH2:26][CH2:25][N:24]([C:27]([O:29][C:30]([CH3:33])([CH3:32])[CH3:31])=[O:28])[CH2:23][CH2:22]3)=[CH:16][C:15]=2[F:34])=[N:6][C:7]([S:11][CH3:12])=[N:8][C:9]=1Cl)(=[O:3])[NH2:2].[NH2:35][NH2:36]. (8) Given the product [N:25]1[CH:26]=[CH:27][C:22]([CH:20]([OH:19])[CH2:21][N:8]2[C:9]3[C:14](=[CH:13][C:12]([CH3:15])=[CH:11][CH:10]=3)[C:6]3[CH2:5][CH2:4][N:3]([CH3:16])[CH:2]([CH3:1])[C:7]2=3)=[CH:23][CH:24]=1, predict the reactants needed to synthesize it. The reactants are: [CH3:1][CH:2]1[C:7]2[NH:8][C:9]3[C:14]([C:6]=2[CH2:5][CH2:4][N:3]1[CH3:16])=[CH:13][C:12]([CH3:15])=[CH:11][CH:10]=3.[H-].[Na+].[O:19]1[CH2:21][CH:20]1[C:22]1[CH:27]=[CH:26][N:25]=[CH:24][CH:23]=1. (9) Given the product [NH2:24][C:4]1[C:13]([N+:14]([O-:16])=[O:15])=[C:12]([O:17][CH3:18])[CH:11]=[CH:10][C:5]=1[C:6]([O:8][CH3:9])=[O:7], predict the reactants needed to synthesize it. The reactants are: C([C:4]1[C:13]([N+:14]([O-:16])=[O:15])=[C:12]([O:17][CH3:18])[CH:11]=[CH:10][C:5]=1[C:6]([O:8][CH3:9])=[O:7])(O)=O.S(Cl)(Cl)=O.C[N:24](C)C=O. (10) Given the product [CH2:16]([C:13]1[CH:12]=[N:11][C:7]([N:1]2[CH2:2][CH2:3][CH:4]([CH2:18][OH:19])[CH2:5][CH2:6]2)=[N:15][CH:14]=1)[CH3:17], predict the reactants needed to synthesize it. The reactants are: [N:1]1([CH2:7]O)[CH2:6][CH2:5][CH2:4][CH2:3][CH2:2]1.ClC1[N:15]=[CH:14][C:13]([CH2:16][CH3:17])=[CH:12][N:11]=1.[C:18]([O-])([O-])=[O:19].[K+].[K+].